Dataset: Forward reaction prediction with 1.9M reactions from USPTO patents (1976-2016). Task: Predict the product of the given reaction. (1) The product is: [CH:1]1([O:6][C:7](=[O:33])[C@@H:8]([NH:25][C:26]([O:28][C:29]([CH3:32])([CH3:31])[CH3:30])=[O:27])[CH2:9][CH2:10][O:11][C:12]2[CH:21]=[C:20]3[C:15]([C:16]([S:34][C:35]4[CH:36]=[CH:37][C:38]([NH:41][C:42](=[O:49])[C:43]5[CH:48]=[CH:47][CH:46]=[CH:45][CH:44]=5)=[CH:39][CH:40]=4)=[CH:17][CH:18]=[N:19]3)=[CH:14][C:13]=2[O:23][CH3:24])[CH2:5][CH2:4][CH2:3][CH2:2]1. Given the reactants [CH:1]1([O:6][C:7](=[O:33])[C@@H:8]([NH:25][C:26]([O:28][C:29]([CH3:32])([CH3:31])[CH3:30])=[O:27])[CH2:9][CH2:10][O:11][C:12]2[CH:21]=[C:20]3[C:15]([C:16](Cl)=[CH:17][CH:18]=[N:19]3)=[CH:14][C:13]=2[O:23][CH3:24])[CH2:5][CH2:4][CH2:3][CH2:2]1.[SH:34][C:35]1[CH:40]=[CH:39][C:38]([NH:41][C:42](=[O:49])[C:43]2[CH:48]=[CH:47][CH:46]=[CH:45][CH:44]=2)=[CH:37][CH:36]=1.C(N(C(C)C)CC)(C)C, predict the reaction product. (2) Given the reactants [NH:1]1[CH:5]=[C:4]([C:6]2[C:7]([C:12]3[CH:17]=[CH:16][CH:15]=[CH:14][CH:13]=3)=[N:8][O:9][C:10]=2[CH3:11])[N:3]=[CH:2]1.[Br:18][C:19]1[CH:24]=[CH:23][CH:22]=[CH:21][C:20]=1B(O)O, predict the reaction product. The product is: [Br:18][C:19]1[CH:24]=[CH:23][C:22]([N:1]2[CH:5]=[C:4]([C:6]3[C:7]([C:12]4[CH:13]=[CH:14][CH:15]=[CH:16][CH:17]=4)=[N:8][O:9][C:10]=3[CH3:11])[N:3]=[CH:2]2)=[CH:21][CH:20]=1. (3) Given the reactants [Cl:1][CH:2](Cl)[C:3]1([OH:13])[CH2:8][O:7][C:6]([CH:10](Cl)[Cl:11])([OH:9])[CH2:5][O:4]1.[H][H], predict the reaction product. The product is: [Cl:11][CH2:10][C:6]1([OH:9])[CH2:5][O:4][C:3]([CH2:2][Cl:1])([OH:13])[CH2:8][O:7]1. (4) Given the reactants [NH2:1][C@H:2]([C:13]([OH:15])=[O:14])[CH2:3][C:4]1[C:12]2[C:7](=[CH:8][CH:9]=[CH:10][CH:11]=2)[NH:6][CH:5]=1.S(Cl)(Cl)=O, predict the reaction product. The product is: [CH2:13]([O:14][C:13](=[O:15])[C@H:2]([CH2:3][C:4]1[C:12]2[C:7](=[CH:8][CH:9]=[CH:10][CH:11]=2)[NH:6][CH:5]=1)[NH2:1])[CH2:2][CH2:3][CH3:4]. (5) Given the reactants [ClH:1].[F:2][C:3]1[CH:8]=[C:7]([F:9])[CH:6]=[CH:5][C:4]=1[S:10][C:11]1C=C[C:14]2[N:15]([C:17]([CH:20]([CH3:22])[CH3:21])=[N:18][N:19]=2)[CH:16]=1.BrN1C(=O)CCC1=O.Cl[CH:32]([Cl:36])[C:33](O)=O.C(OCC)(=O)C, predict the reaction product. The product is: [Cl:1][C:16]1[N:15]2[C:17]([CH:20]([CH3:22])[CH3:21])=[N:18][N:19]=[C:14]2[CH:33]=[C:32]([Cl:36])[C:11]=1[S:10][C:4]1[CH:5]=[CH:6][C:7]([F:9])=[CH:8][C:3]=1[F:2]. (6) Given the reactants Cl.[CH3:2][O:3][C:4]([C:6]1([CH:18]([O:20]C(=O)C)[CH3:19])[CH2:10][CH2:9][N:8]([CH2:11][C:12]2[CH:17]=[CH:16][CH:15]=[CH:14][CH:13]=2)[CH2:7]1)=[O:5], predict the reaction product. The product is: [CH3:2][O:3][C:4]([C:6]1([CH:18]([OH:20])[CH3:19])[CH2:10][CH2:9][N:8]([CH2:11][C:12]2[CH:17]=[CH:16][CH:15]=[CH:14][CH:13]=2)[CH2:7]1)=[O:5]. (7) Given the reactants [C:1](=[O:4])([O-])[O-:2].[Cs+].[Cs+].Br[CH2:8][CH2:9][C:10]1[CH:15]=[CH:14][C:13]([C:16]2[N:20]=[C:19]([C:21]3[C:25]([CH2:26][CH2:27][CH3:28])=[C:24]([C:29]4[CH:34]=[CH:33][CH:32]=[CH:31][CH:30]=4)[O:23][N:22]=3)[O:18][N:17]=2)=[CH:12][CH:11]=1.[I-].[Na+].[CH3:37][N:38]1[C:42](=O)[CH2:41][CH2:40][CH2:39]1, predict the reaction product. The product is: [C:29]1([C:24]2[O:23][N:22]=[C:21]([C:19]3[O:18][N:17]=[C:16]([C:13]4[CH:14]=[CH:15][C:10]([CH2:9][CH2:8][N:38]5[CH2:37][CH2:42][CH2:41][C@H:40]([C:1]([OH:2])=[O:4])[CH2:39]5)=[CH:11][CH:12]=4)[N:20]=3)[C:25]=2[CH2:26][CH2:27][CH3:28])[CH:34]=[CH:33][CH:32]=[CH:31][CH:30]=1. (8) The product is: [C:22]([C:24]1[CH:29]=[CH:28][CH:27]=[CH:26][C:25]=1[CH:7]1[CH2:6][CH2:5][N:4]([C:2]2[C:3](=[O:20])[N:4]([C:14]3[CH:19]=[CH:18][CH:17]=[CH:16][CH:15]=3)[CH:5]=[C:6]([C:8]3[CH:13]=[CH:12][CH:11]=[CH:10][N:9]=3)[CH:7]=2)[CH2:3][CH2:2]1)#[N:23]. Given the reactants Br[C:2]1[C:3](=[O:20])[N:4]([C:14]2[CH:19]=[CH:18][CH:17]=[CH:16][CH:15]=2)[CH:5]=[C:6]([C:8]2[CH:13]=[CH:12][CH:11]=[CH:10][N:9]=2)[CH:7]=1.O.[C:22]([C:24]1[CH:29]=[CH:28][CH:27]=[CH:26][C:25]=1N1CCNCC1)#[N:23], predict the reaction product.